This data is from Antibody paratope prediction from SAbDab with 1,023 antibody chains. The task is: Token-level Classification. Given an antibody amino acid sequence, predict which amino acid positions are active in antigen binding. Output is a list of indices for active paratope positions. (1) Given the antibody sequence: EVQLVESGGGLVQPGGSLRLSCAASGFTFSDYGIAWVRQAPGKGLEWVAFISDLAYTIYYADTVTGRFTISRDNSKNTLYLQMNSLRAEDTAVYYCARDNWDAMDYWGQGTLVTVSS, which amino acid positions are active in antigen binding (paratope)? The paratope positions are: [52, 53, 54, 83, 84, 85]. (2) Given the antibody sequence: YELTQPPSVSVAPGKTARITCGGNNIGSKSVHWYQQKPGQAPVLVVYDDSDRPSGIPERFSGSNSGNTATLTISRVEAGDEADYYCQVWDSSSDYVFGTGTKVTVL, which amino acid positions are active in antigen binding (paratope)? The paratope positions are: [93]. (3) The paratope positions are: [52, 83, 84, 85, 104, 105, 106]. Given the antibody sequence: EVQLQQSGTVLARPGASVKMSCKASGYTFTSYWMHWIKQRPGQGLEWIGAIYPGDSDTKYNQKFKGKAKLTAVTSTSTAYMELSSLTNEDSAVYYCTRRNTLTGDYFDYWGQGTTLTVSS, which amino acid positions are active in antigen binding (paratope)? (4) Given the antibody sequence: EVQLVESGGGLVQPGGSLRLSCAASGYTFTNYWINWVRQAPGKGLEWVGDIYPSDSFTNYNQNFKDRFTISRDKSKNTAYLQMNSLRAEDTAVYYCARSSIYYGKDYVLDYWGQGTLVTVSS, which amino acid positions are active in antigen binding (paratope)? The paratope positions are: [52, 83, 84, 85, 104, 105, 106, 107, 108]. (5) Given the antibody sequence: EVVLTQSPGTLSLSPGERATLSCRASQSISSSYLAWYQQKPGQAPRLLIYGASSRATGIPDRFSGSGSGTDFTLTISRLEPEDFAVYYCQQYETFGQGTKVEIK, which amino acid positions are active in antigen binding (paratope)? The paratope positions are: [30].